Dataset: NCI-60 drug combinations with 297,098 pairs across 59 cell lines. Task: Regression. Given two drug SMILES strings and cell line genomic features, predict the synergy score measuring deviation from expected non-interaction effect. (1) Drug 1: C1=CC=C(C=C1)NC(=O)CCCCCCC(=O)NO. Drug 2: CCN(CC)CCCC(C)NC1=C2C=C(C=CC2=NC3=C1C=CC(=C3)Cl)OC. Cell line: NCI/ADR-RES. Synergy scores: CSS=53.1, Synergy_ZIP=-9.68, Synergy_Bliss=-10.2, Synergy_Loewe=-18.8, Synergy_HSA=-7.37. (2) Drug 1: CC1=C(C(CCC1)(C)C)C=CC(=CC=CC(=CC(=O)O)C)C. Drug 2: C1C(C(OC1N2C=NC3=C2NC=NCC3O)CO)O. Cell line: COLO 205. Synergy scores: CSS=7.80, Synergy_ZIP=-1.13, Synergy_Bliss=-4.36, Synergy_Loewe=2.15, Synergy_HSA=-3.15. (3) Drug 1: C1=CC(=CC=C1CC(C(=O)O)N)N(CCCl)CCCl.Cl. Drug 2: C1=CC(=CC=C1CCCC(=O)O)N(CCCl)CCCl. Cell line: HOP-62. Synergy scores: CSS=41.3, Synergy_ZIP=-1.08, Synergy_Bliss=5.88, Synergy_Loewe=3.54, Synergy_HSA=4.29. (4) Drug 1: C1CCN(CC1)CCOC2=CC=C(C=C2)C(=O)C3=C(SC4=C3C=CC(=C4)O)C5=CC=C(C=C5)O. Drug 2: C#CCC(CC1=CN=C2C(=N1)C(=NC(=N2)N)N)C3=CC=C(C=C3)C(=O)NC(CCC(=O)O)C(=O)O. Cell line: PC-3. Synergy scores: CSS=14.8, Synergy_ZIP=1.23, Synergy_Bliss=1.51, Synergy_Loewe=-40.2, Synergy_HSA=0.162. (5) Drug 1: C1=CC(=CC=C1CCC2=CNC3=C2C(=O)NC(=N3)N)C(=O)NC(CCC(=O)O)C(=O)O. Drug 2: C(CC(=O)O)C(=O)CN.Cl. Cell line: EKVX. Synergy scores: CSS=2.36, Synergy_ZIP=-2.46, Synergy_Bliss=-5.83, Synergy_Loewe=-6.31, Synergy_HSA=-6.32. (6) Drug 1: CC1=CC=C(C=C1)C2=CC(=NN2C3=CC=C(C=C3)S(=O)(=O)N)C(F)(F)F. Drug 2: C(=O)(N)NO. Cell line: RXF 393. Synergy scores: CSS=1.40, Synergy_ZIP=2.25, Synergy_Bliss=6.82, Synergy_Loewe=2.21, Synergy_HSA=2.55.